From a dataset of Full USPTO retrosynthesis dataset with 1.9M reactions from patents (1976-2016). Predict the reactants needed to synthesize the given product. (1) Given the product [NH2:26][C:27]1[C:28]2[C:35]([C:36]([C:38]3[CH:43]=[C:42]([CH3:41])[N:4]=[C:5]([NH2:6])[CH:10]=3)=[O:37])=[CH:34][N:33]([CH:45]([CH3:46])[CH3:47])[C:29]=2[N:30]=[CH:31][N:32]=1, predict the reactants needed to synthesize it. The reactants are: BrC1[C:10]2C(Cl)=NC=[N:6][C:5]=2[N:4](C(C)C)C=1.ClC1C=C(C=C(C)N=1)C(Cl)=O.[NH2:26][C:27]1[C:28]2[C:35]([C:36]([C:38]3[CH:43]=[CH:42][CH:41]=C(N)N=3)=[O:37])=[CH:34][N:33]([CH:45]([CH3:47])[CH3:46])[C:29]=2[N:30]=[CH:31][N:32]=1. (2) Given the product [Cl:1][C:2]1[CH:3]=[C:4]([C:5]2[CH:17]=[CH:18][CH:13]=[CH:12][N:6]=2)[CH:7]=[CH:8][CH:9]=1, predict the reactants needed to synthesize it. The reactants are: [Cl:1][C:2]1[CH:3]=[C:4]([CH:7]=[CH:8][CH:9]=1)[C:5]#[N:6].C#C.[CH3:12][C:13]1[CH:13]=[CH:18][CH:17]=[CH:17][C:18]=1[CH3:12].